Dataset: Peptide-MHC class II binding affinity with 134,281 pairs from IEDB. Task: Regression. Given a peptide amino acid sequence and an MHC pseudo amino acid sequence, predict their binding affinity value. This is MHC class II binding data. (1) The MHC is DRB3_0202 with pseudo-sequence DRB3_0202. The binding affinity (normalized) is 0.465. The peptide sequence is SVTIKLDGNLLSSND. (2) The peptide sequence is KSIQKNTIFKIGDLG. The MHC is DRB1_0101 with pseudo-sequence DRB1_0101. The binding affinity (normalized) is 0.434. (3) The peptide sequence is GEQQIVDKIDAAFKI. The MHC is DRB3_0101 with pseudo-sequence DRB3_0101. The binding affinity (normalized) is 0.628. (4) The peptide sequence is IITFKDKTDIHRLEP. The MHC is HLA-DQA10201-DQB10402 with pseudo-sequence HLA-DQA10201-DQB10402. The binding affinity (normalized) is 0.292.